This data is from Catalyst prediction with 721,799 reactions and 888 catalyst types from USPTO. The task is: Predict which catalyst facilitates the given reaction. (1) Reactant: [C:1]([NH:8][C@H:9]([C:11]([NH:13][C@H:14]([C:16]([OH:18])=O)[CH3:15])=[O:12])[CH3:10])([O:3][C:4]([CH3:7])([CH3:6])[CH3:5])=[O:2].CN1CCOCC1.[NH2:26][CH2:27][CH2:28][CH2:29][OH:30]. Product: [NH:8]([C:1]([O:3][C:4]([CH3:5])([CH3:6])[CH3:7])=[O:2])[C@H:9]([C:11]([NH:13][C@H:14]([C:16]([NH:26][CH2:27][CH2:28][CH2:29][OH:30])=[O:18])[CH3:15])=[O:12])[CH3:10]. The catalyst class is: 1. (2) Reactant: Cl[C:2]1[N:11]=[C:10]([NH:12][CH2:13][C:14]2[CH:19]=[CH:18][C:17]([NH:20][C:21](=[O:29])[C:22]3[CH:27]=[CH:26][C:25]([F:28])=[CH:24][CH:23]=3)=[CH:16][CH:15]=2)[C:9]2[C:4](=[CH:5][C:6]([CH3:30])=[CH:7][CH:8]=2)[N:3]=1.Cl.[NH:32]1[CH2:35][CH2:34][CH2:33]1.CCN(CC)CC. Product: [N:32]1([C:2]2[N:11]=[C:10]([NH:12][CH2:13][C:14]3[CH:15]=[CH:16][C:17]([NH:20][C:21](=[O:29])[C:22]4[CH:23]=[CH:24][C:25]([F:28])=[CH:26][CH:27]=4)=[CH:18][CH:19]=3)[C:9]3[C:4](=[CH:5][C:6]([CH3:30])=[CH:7][CH:8]=3)[N:3]=2)[CH2:35][CH2:34][CH2:33]1. The catalyst class is: 12. (3) Reactant: [S-2].[Na+].[Na+].[C:4]1([C:32]2[CH:37]=[CH:36][CH:35]=[CH:34][CH:33]=2)[CH:9]=[CH:8][C:7]([C:10]2[N:15]=[C:14]3[N:16]=[C:17]([S:27](C)(=O)=O)[N:18]([CH2:19][O:20][CH2:21][CH2:22][Si:23]([CH3:26])([CH3:25])[CH3:24])[C:13]3=[CH:12][C:11]=2[Cl:31])=[CH:6][CH:5]=1.O. Product: [C:4]1([C:32]2[CH:33]=[CH:34][CH:35]=[CH:36][CH:37]=2)[CH:5]=[CH:6][C:7]([C:10]2[N:15]=[C:14]3[N:16]=[C:17]([SH:27])[N:18]([CH2:19][O:20][CH2:21][CH2:22][Si:23]([CH3:26])([CH3:25])[CH3:24])[C:13]3=[CH:12][C:11]=2[Cl:31])=[CH:8][CH:9]=1. The catalyst class is: 3. (4) Reactant: [C:1]1([NH:7][C:8]2[C:12]([C:13]#[N:14])=[CH:11][N:10](COCC[Si](C)(C)C)[N:9]=2)[CH:6]=[CH:5][CH:4]=[CH:3][CH:2]=1.C1(NC2N(C[O:36]CC[Si](C)(C)C)N=CC=2C#N)C=CC=CC=1.Cl.C([O-])([O-])=O.[Na+].[Na+]. Product: [C:1]1([NH:7][C:8]2[C:12]([C:13]([NH2:14])=[O:36])=[CH:11][NH:10][N:9]=2)[CH:6]=[CH:5][CH:4]=[CH:3][CH:2]=1. The catalyst class is: 88. (5) Reactant: [N:1]1[N:2]=[C:3]([C:10]2[CH:19]=[CH:18][C:17]3[C:12](=[C:13]([O:20][C@@H:21]4[CH2:26][CH2:25][N:24](C(OCC5C=CC=CC=5)=O)[CH2:23][C@H:22]4[F:37])[CH:14]=[CH:15][CH:16]=3)[N:11]=2)[N:4]2[CH:9]=[CH:8][CH:7]=[CH:6][C:5]=12.Cl.C([O-])(O)=O.[Na+].[Na+].[Cl-]. Product: [N:1]1[N:2]=[C:3]([C:10]2[CH:19]=[CH:18][C:17]3[C:12](=[C:13]([O:20][C@@H:21]4[CH2:26][CH2:25][NH:24][CH2:23][C@H:22]4[F:37])[CH:14]=[CH:15][CH:16]=3)[N:11]=2)[N:4]2[CH:9]=[CH:8][CH:7]=[CH:6][C:5]=12. The catalyst class is: 38. (6) Reactant: [CH3:1][O:2][C:3](=[O:24])[C:4]1[CH:9]=[CH:8][C:7]([NH:10][C:11]([C:13]2[S:17][C:16]3[CH:18]=[CH:19][CH:20]=[CH:21][C:15]=3[C:14]=2[Cl:22])=[O:12])=[C:6]([OH:23])[CH:5]=1.C(=O)([O-])[O-].[K+].[K+].[Cl:31][C:32]1[CH:39]=[CH:38][C:35]([CH2:36]Br)=[CH:34][CH:33]=1.O. Product: [CH3:1][O:2][C:3](=[O:24])[C:4]1[CH:9]=[CH:8][C:7]([NH:10][C:11]([C:13]2[S:17][C:16]3[CH:18]=[CH:19][CH:20]=[CH:21][C:15]=3[C:14]=2[Cl:22])=[O:12])=[C:6]([O:23][CH2:36][C:35]2[CH:38]=[CH:39][C:32]([Cl:31])=[CH:33][CH:34]=2)[CH:5]=1. The catalyst class is: 3. (7) The catalyst class is: 42. Product: [CH:21]1([C:20]2[C:11]([CH2:10][N:4]3[CH2:5][C@@H:6]4[CH2:9][C@H:3]3[CH2:8][N:7]4[C@H:21]([C:20]3[CH:11]=[C:12]([Cl:1])[CH:13]=[C:14]([Cl:2])[CH:19]=3)[CH3:22])=[CH:12][C:13]([F:24])=[C:14]([CH:19]=2)[C:15]([O:17][CH3:18])=[O:16])[CH2:23][CH2:22]1. Reactant: [ClH:1].[ClH:2].[C@H:3]12[CH2:9][C@H:6]([NH:7][CH2:8]1)[CH2:5][N:4]2[CH2:10][C:11]1[C:20]([CH:21]2[CH2:23][CH2:22]2)=[CH:19][C:14]([C:15]([O:17][CH3:18])=[O:16])=[C:13]([F:24])[CH:12]=1.C(=O)([O-])[O-].[K+].[K+]. (8) Reactant: [OH:1][C:2]1[CH:11]=[C:10]2[C:5]([CH:6]([CH2:19][CH2:20][CH2:21][CH2:22][CH2:23][CH2:24][CH2:25][CH2:26][CH2:27][S:28][CH2:29][CH2:30][CH2:31][C:32]([F:38])([F:37])[C:33]([F:36])([F:35])[F:34])[C:7]([CH3:18])([C:12]3[CH:17]=[CH:16][N:15]=[CH:14][CH:13]=3)[CH2:8][O:9]2)=[CH:4][CH:3]=1.[O:39]1CCCC1. Product: [OH:1][C:2]1[CH:11]=[C:10]2[C:5]([CH:6]([CH2:19][CH2:20][CH2:21][CH2:22][CH2:23][CH2:24][CH2:25][CH2:26][CH2:27][S:28]([CH2:29][CH2:30][CH2:31][C:32]([F:38])([F:37])[C:33]([F:36])([F:34])[F:35])=[O:39])[C:7]([CH3:18])([C:12]3[CH:13]=[CH:14][N:15]=[CH:16][CH:17]=3)[CH2:8][O:9]2)=[CH:4][CH:3]=1. The catalyst class is: 6. (9) Reactant: [O:1]1[CH2:5][CH2:4][CH:3]([OH:6])[CH2:2]1.[CH3:7][C:8]1[CH:13]=[CH:12][C:11]([S:14](Cl)(=[O:16])=[O:15])=[CH:10][CH:9]=1. Product: [CH3:7][C:8]1[CH:13]=[CH:12][C:11]([S:14]([O:6][CH:3]2[CH2:4][CH2:5][O:1][CH2:2]2)(=[O:16])=[O:15])=[CH:10][CH:9]=1. The catalyst class is: 17. (10) Reactant: [Cl:1][C:2]1[CH:3]=[C:4]([C:36]([O:38]C)=[O:37])[CH:5]=[N:6][C:7]=1[O:8][C:9]1[CH:14]=[C:13]([C:15]([NH:17][C:18]2[CH:22]=[CH:21][N:20]([CH3:23])[N:19]=2)=[O:16])[CH:12]=[C:11]([O:24][C@@H:25]([CH3:35])[CH2:26][O:27][Si:28]([C:31]([CH3:34])([CH3:33])[CH3:32])([CH3:30])[CH3:29])[CH:10]=1.O.[OH-].[Li+]. Product: [Cl:1][C:2]1[CH:3]=[C:4]([C:36]([OH:38])=[O:37])[CH:5]=[N:6][C:7]=1[O:8][C:9]1[CH:14]=[C:13]([C:15]([NH:17][C:18]2[CH:22]=[CH:21][N:20]([CH3:23])[N:19]=2)=[O:16])[CH:12]=[C:11]([O:24][C@@H:25]([CH3:35])[CH2:26][O:27][Si:28]([C:31]([CH3:33])([CH3:34])[CH3:32])([CH3:30])[CH3:29])[CH:10]=1. The catalyst class is: 20.